From a dataset of Merck oncology drug combination screen with 23,052 pairs across 39 cell lines. Regression. Given two drug SMILES strings and cell line genomic features, predict the synergy score measuring deviation from expected non-interaction effect. Drug 1: COc1cc(C2c3cc4c(cc3C(OC3OC5COC(C)OC5C(O)C3O)C3COC(=O)C23)OCO4)cc(OC)c1O. Drug 2: NC1(c2ccc(-c3nc4ccn5c(=O)[nH]nc5c4cc3-c3ccccc3)cc2)CCC1. Cell line: ZR751. Synergy scores: synergy=20.6.